This data is from Reaction yield outcomes from USPTO patents with 853,638 reactions. The task is: Predict the reaction yield, written as a fraction of the theoretical maximum amount of product (1.0 means a 100% yield; for example, 0.34 means a 34% yield). The reactants are Cl[S:2]([CH2:5][CH2:6][CH2:7][NH:8][C:9](=[O:11])[CH3:10])(=[O:4])=[O:3].[C:12]([O:20][CH2:21][CH2:22][O:23][C:24](=[O:33])[NH:25][CH2:26][CH2:27][C:28]([CH3:32])([CH3:31])[CH2:29][OH:30])(=[O:19])[C:13]1[CH:18]=[CH:17][CH:16]=[CH:15][CH:14]=1.C(N(CC)CC)C. The catalyst is ClCCl.CN(C1C=CN=CC=1)C. The product is [C:12]([O:20][CH2:21][CH2:22][O:23][C:24](=[O:33])[NH:25][CH2:26][CH2:27][C:28]([CH3:31])([CH3:32])[CH2:29][O:30][S:2]([CH2:5][CH2:6][CH2:7][NH:8][C:9](=[O:11])[CH3:10])(=[O:4])=[O:3])(=[O:19])[C:13]1[CH:14]=[CH:15][CH:16]=[CH:17][CH:18]=1. The yield is 0.250.